Dataset: Reaction yield outcomes from USPTO patents with 853,638 reactions. Task: Predict the reaction yield, written as a fraction of the theoretical maximum amount of product (1.0 means a 100% yield; for example, 0.34 means a 34% yield). (1) The catalyst is C1COCC1.C([O-])(O)=O.[Na+].C1C=CC([P]([Pd]([P](C2C=CC=CC=2)(C2C=CC=CC=2)C2C=CC=CC=2)([P](C2C=CC=CC=2)(C2C=CC=CC=2)C2C=CC=CC=2)[P](C2C=CC=CC=2)(C2C=CC=CC=2)C2C=CC=CC=2)(C2C=CC=CC=2)C2C=CC=CC=2)=CC=1. The yield is 0.260. The product is [CH3:36][C:5]1[CH:10]=[C:9]([C:11]#[C:12][C:13]2[CH:14]=[N:15][N:16]3[C:21]([C:22]([F:25])([F:24])[F:23])=[CH:20][C:19]([C:26]4[CH:31]=[CH:30][C:29]([C:32]([F:35])([F:34])[F:33])=[CH:28][CH:27]=4)=[N:18][C:17]=23)[CH:8]=[CH:7][N:6]=1. The reactants are C[Zn]C.Cl[C:5]1[CH:10]=[C:9]([C:11]#[C:12][C:13]2[CH:14]=[N:15][N:16]3[C:21]([C:22]([F:25])([F:24])[F:23])=[CH:20][C:19]([C:26]4[CH:31]=[CH:30][C:29]([C:32]([F:35])([F:34])[F:33])=[CH:28][CH:27]=4)=[N:18][C:17]=23)[CH:8]=[CH:7][N:6]=1.[CH3:36]COC(C)=O. (2) The reactants are [NH:1]1[CH2:7][CH2:6][CH2:5][CH2:4][CH2:3][CH2:2]1.Cl[C:9]1[N:14]=[C:13]([CH3:15])[C:12]([CH:16]([CH2:21][CH2:22][CH3:23])[C:17]([O:19][CH3:20])=[O:18])=[C:11]([C:24]2[CH:29]=[CH:28][C:27]([CH3:30])=[CH:26][CH:25]=2)[N:10]=1. The catalyst is O1CCCC1. The product is [N:1]1([C:9]2[N:14]=[C:13]([CH3:15])[C:12]([CH:16]([CH2:21][CH2:22][CH3:23])[C:17]([O:19][CH3:20])=[O:18])=[C:11]([C:24]3[CH:29]=[CH:28][C:27]([CH3:30])=[CH:26][CH:25]=3)[N:10]=2)[CH2:7][CH2:6][CH2:5][CH2:4][CH2:3][CH2:2]1. The yield is 0.870. (3) The reactants are [C:1]([C:5]1[NH:6][C:7]([C:16]2[CH:21]=[CH:20][N:19]=[C:18](F)[CH:17]=2)=[C:8]([C:10]2[CH:15]=[CH:14][CH:13]=[CH:12][N:11]=2)[N:9]=1)([CH3:4])([CH3:3])[CH3:2].Cl.[O:24]1CCCC1.[OH-].[Na+]. The product is [C:1]([C:5]1[NH:6][C:7]([C:16]2[CH:21]=[CH:20][NH:19][C:18](=[O:24])[CH:17]=2)=[C:8]([C:10]2[CH:15]=[CH:14][CH:13]=[CH:12][N:11]=2)[N:9]=1)([CH3:4])([CH3:3])[CH3:2]. The yield is 0.780. No catalyst specified.